Task: Predict the reactants needed to synthesize the given product.. Dataset: Full USPTO retrosynthesis dataset with 1.9M reactions from patents (1976-2016) (1) The reactants are: CO[C:3](=[O:13])[CH2:4][C:5]1[CH:10]=[CH:9][C:8]([O:11][CH3:12])=[CH:7][CH:6]=1.[F:14][C:15]1[CH:16]=[C:17]([NH2:21])[CH:18]=[CH:19][CH:20]=1.[H-].[Na+]. Given the product [F:14][C:15]1[CH:16]=[C:17]([NH:21][C:3](=[O:13])[CH2:4][C:5]2[CH:6]=[CH:7][C:8]([O:11][CH3:12])=[CH:9][CH:10]=2)[CH:18]=[CH:19][CH:20]=1, predict the reactants needed to synthesize it. (2) Given the product [CH3:21][C:16]1[N:15]=[C:14]([S:13][CH2:12][C:11]2[C:2]([N:22]3[CH2:27][CH2:26][CH2:25][CH2:24][CH2:23]3)=[N:3][C:4]3[C:9]([CH:10]=2)=[CH:8][CH:7]=[CH:6][CH:5]=3)[N:19]=[C:18]([OH:20])[CH:17]=1, predict the reactants needed to synthesize it. The reactants are: Cl[C:2]1[C:11]([CH2:12][S:13][C:14]2[N:19]=[C:18]([OH:20])[CH:17]=[C:16]([CH3:21])[N:15]=2)=[CH:10][C:9]2[C:4](=[CH:5][CH:6]=[CH:7][CH:8]=2)[N:3]=1.[NH:22]1[CH2:27][CH2:26][CH2:25][CH2:24][CH2:23]1.O. (3) Given the product [CH2:1]([O:3][C:4](=[O:14])[C:5]1[CH:10]=[C:9]([C:21]2[CH:26]=[CH:25][CH:24]=[CH:23][CH:22]=2)[CH:8]=[N:7][C:6]=1[NH:12][CH3:13])[CH3:2], predict the reactants needed to synthesize it. The reactants are: [CH2:1]([O:3][C:4](=[O:14])[C:5]1[CH:10]=[C:9](Br)[CH:8]=[N:7][C:6]=1[NH:12][CH3:13])[CH3:2].C(=O)([O-])[O-].[K+].[K+].[C:21]1(B(O)O)[CH:26]=[CH:25][CH:24]=[CH:23][CH:22]=1.O1CCOCC1. (4) The reactants are: [F:1][C:2]1[CH:19]=[C:18]([F:20])[CH:17]=[CH:16][C:3]=1[O:4][C:5]1[CH:10]=[C:9]([NH:11][C:12](=[O:14])[CH3:13])[C:8]([CH3:15])=[CH:7][N:6]=1.C(OC(=O)C)(=O)C.C([O-])(=O)C.[K+].[N:33](OCCC(C)C)=O.C(=O)([O-])[O-].[Na+].[Na+]. Given the product [F:1][C:2]1[CH:19]=[C:18]([F:20])[CH:17]=[CH:16][C:3]=1[O:4][C:5]1[N:6]=[CH:7][C:8]2[CH:15]=[N:33][N:11]([C:12](=[O:14])[CH3:13])[C:9]=2[CH:10]=1, predict the reactants needed to synthesize it. (5) Given the product [CH3:1][O:2][C:3]1[CH:12]=[C:11]2[C:6]([CH:7]=[CH:8][CH:9]=[C:10]2[CH:13]([OH:25])[CH3:14])=[CH:5][CH:4]=1, predict the reactants needed to synthesize it. The reactants are: [CH3:1][O:2][C:3]1[CH:12]=[C:11]2[C:6]([CH:7]=[CH:8][CH:9]=[C:10]2[CH2:13][C:14](O)=O)=[CH:5][CH:4]=1.[H-].[Al+3].[Li+].[H-].[H-].[H-].C(OCC)(=[O:25])C.Cl. (6) The reactants are: [N:1]1([C@@H:5]2[C@H:14]([CH2:15][C:16]3[CH:21]=[CH:20][CH:19]=[CH:18][CH:17]=3)[C:13]3[CH:12]=[C:11]([OH:22])[CH:10]=[CH:9][C:8]=3[CH2:7][CH2:6]2)[CH2:4][CH2:3][CH2:2]1.N1C=CC=CC=1.[F:29][C:30]([F:43])([F:42])[S:31](O[S:31]([C:30]([F:43])([F:42])[F:29])(=[O:33])=[O:32])(=[O:33])=[O:32].C(=O)(O)[O-]. Given the product [F:29][C:30]([F:43])([F:42])[S:31]([O:22][C:11]1[CH:10]=[CH:9][C:8]2[CH2:7][CH2:6][C@H:5]([N:1]3[CH2:4][CH2:3][CH2:2]3)[C@H:14]([CH2:15][C:16]3[CH:21]=[CH:20][CH:19]=[CH:18][CH:17]=3)[C:13]=2[CH:12]=1)(=[O:33])=[O:32], predict the reactants needed to synthesize it.